Task: Predict the reaction yield, written as a fraction of the theoretical maximum amount of product (1.0 means a 100% yield; for example, 0.34 means a 34% yield).. Dataset: Reaction yield outcomes from USPTO patents with 853,638 reactions (1) The reactants are [CH3:1][C:2]1[O:6][C:5]([C:7]2[CH:12]=[CH:11][CH:10]=[CH:9][CH:8]=2)=[N:4][C:3]=1[CH2:13][CH2:14][O:15]S(C)(=O)=O.[CH2:20]1[C:28]2[CH:27]=[CH:26][CH:25]=[C:24](O)[C:23]=2[CH2:22][CH2:21]1.[OH-].[K+]. The catalyst is S([O-])(O)(=O)=O.C([N+](CCCC)(CCCC)CCCC)CCC.C1(C)C=CC=CC=1.O. The product is [CH2:20]1[C:28]2[C:23](=[C:24]([O:15][CH2:14][CH2:13][C:3]3[N:4]=[C:5]([C:7]4[CH:12]=[CH:11][CH:10]=[CH:9][CH:8]=4)[O:6][C:2]=3[CH3:1])[CH:25]=[CH:26][CH:27]=2)[CH2:22][CH2:21]1. The yield is 1.00. (2) The reactants are [CH2:1]([O:3][C:4]([C:6]1[C:15](=[O:16])[C:14]2[C:9]3=[C:10]([CH2:17][CH2:18][CH2:19][N:8]3[CH:7]=1)[CH:11]=[CH:12][CH:13]=2)=[O:5])[CH3:2].OS(O)(=O)=O.[N+:25]([O-])([OH:27])=[O:26]. No catalyst specified. The product is [CH2:1]([O:3][C:4]([C:6]1[C:15](=[O:16])[C:14]2[C:9]3=[C:10]([CH2:17][CH2:18][CH2:19][N:8]3[CH:7]=1)[CH:11]=[CH:12][C:13]=2[N+:25]([O-:27])=[O:26])=[O:5])[CH3:2]. The yield is 0.950. (3) The reactants are [CH2:1]([C:5]1[N:6]=[C:7]([CH3:27])[NH:8][C:9](=[O:26])[C:10]=1[CH2:11][C:12]1[CH:17]=[CH:16][C:15]([C:18]2[C:19]([C:24]#[N:25])=[CH:20][CH:21]=[CH:22][CH:23]=2)=[CH:14][CH:13]=1)[CH2:2][CH2:3][CH3:4].[H-].[Na+].CN(C)C=O.Br[CH2:36][C:37]1[CH:42]=[CH:41][CH:40]=[CH:39][C:38]=1[Cl:43]. The catalyst is C(OCC)(=O)C. The product is [CH2:1]([C:5]1[N:6]=[C:7]([CH3:27])[N:8]([CH2:36][C:37]2[CH:42]=[CH:41][CH:40]=[CH:39][C:38]=2[Cl:43])[C:9](=[O:26])[C:10]=1[CH2:11][C:12]1[CH:17]=[CH:16][C:15]([C:18]2[C:19]([C:24]#[N:25])=[CH:20][CH:21]=[CH:22][CH:23]=2)=[CH:14][CH:13]=1)[CH2:2][CH2:3][CH3:4]. The yield is 0.450. (4) The reactants are [C:1](Cl)(=[O:8])[C:2]1[CH:7]=[CH:6][CH:5]=[CH:4][CH:3]=1.[Br:10][C:11]1[S:15][CH:14]=[C:13]([CH2:16][NH:17][CH3:18])[CH:12]=1.C(N(CC)CC)C. The catalyst is O1CCCC1. The product is [Br:10][C:11]1[S:15][CH:14]=[C:13]([CH2:16][N:17]([CH3:18])[C:1](=[O:8])[C:2]2[CH:7]=[CH:6][CH:5]=[CH:4][CH:3]=2)[CH:12]=1. The yield is 0.800. (5) The reactants are [CH3:1][O:2][C:3](=[O:20])[CH:4]([S:11]([C:14]1[CH:19]=[CH:18][CH:17]=[CH:16][CH:15]=1)(=[O:13])=[O:12])[CH:5]1[CH2:9][CH2:8][C:7](=[O:10])[CH2:6]1.[H-].[Na+].[CH3:23]I.O. The catalyst is CN(C=O)C. The product is [CH3:1][O:2][C:3](=[O:20])[C:4]([S:11]([C:14]1[CH:15]=[CH:16][CH:17]=[CH:18][CH:19]=1)(=[O:12])=[O:13])([CH:5]1[CH2:9][CH2:8][C:7](=[O:10])[CH2:6]1)[CH3:23]. The yield is 0.310. (6) The reactants are F[C:2]1[CH:19]=[CH:18][C:5]([O:6][CH2:7][C:8]2[CH:17]=[CH:16][C:15]3[C:10](=[CH:11][CH:12]=[CH:13][CH:14]=3)[N:9]=2)=[CH:4][C:3]=1[N+:20]([O-:22])=[O:21].Cl.[Br:24][C:25]1[CH:32]=[CH:31][C:28]([CH2:29][NH2:30])=[CH:27][CH:26]=1.CCN(C(C)C)C(C)C. The catalyst is CC(N(C)C)=O. The product is [Br:24][C:25]1[CH:32]=[CH:31][C:28]([CH2:29][NH:30][C:2]2[CH:19]=[CH:18][C:5]([O:6][CH2:7][C:8]3[CH:17]=[CH:16][C:15]4[C:10](=[CH:11][CH:12]=[CH:13][CH:14]=4)[N:9]=3)=[CH:4][C:3]=2[N+:20]([O-:22])=[O:21])=[CH:27][CH:26]=1. The yield is 0.840. (7) The reactants are [F:1][C:2]1[CH:3]=[C:4]([CH:14]([NH:16][C:17]([C:19]2[N:20]=[C:21](Cl)[O:22][CH:23]=2)=[O:18])[CH3:15])[CH:5]=[C:6]([F:13])[C:7]=1[NH:8][S:9]([CH3:12])(=[O:11])=[O:10].[CH2:25]1[C:33]2[C:28](=[CH:29][C:30]([OH:34])=[CH:31][CH:32]=2)[CH2:27][CH2:26]1. No catalyst specified. The product is [F:1][C:2]1[CH:3]=[C:4]([CH:14]([NH:16][C:17]([C:19]2[N:20]=[C:21]([O:34][C:30]3[CH:29]=[C:28]4[C:33](=[CH:32][CH:31]=3)[CH2:25][CH2:26][CH2:27]4)[O:22][CH:23]=2)=[O:18])[CH3:15])[CH:5]=[C:6]([F:13])[C:7]=1[NH:8][S:9]([CH3:12])(=[O:11])=[O:10]. The yield is 0.670. (8) The reactants are Br[C:2]1[CH:7]=[CH:6][CH:5]=[CH:4][C:3]=1/[CH:8]=[CH:9]/[C:10]([O:12][CH2:13][CH3:14])=[O:11].[O:15]=[C:16]1[NH:21][CH2:20][CH2:19][N:18]([C:22]([O:24][C:25]([CH3:28])([CH3:27])[CH3:26])=[O:23])[CH2:17]1.[O-]P([O-])([O-])=O.[K+].[K+].[K+].CN[C@@H]1CCCC[C@H]1NC. The catalyst is CN(C=O)C.[Cu]I. The product is [CH2:13]([O:12][C:10](=[O:11])/[CH:9]=[CH:8]/[C:3]1[CH:4]=[CH:5][CH:6]=[CH:7][C:2]=1[N:21]1[CH2:20][CH2:19][N:18]([C:22]([O:24][C:25]([CH3:27])([CH3:26])[CH3:28])=[O:23])[CH2:17][C:16]1=[O:15])[CH3:14]. The yield is 0.290. (9) The reactants are [CH2:1]([C:3]([C:21]1[CH:28]=[CH:27][C:24]([CH:25]=O)=[C:23]([CH3:29])[CH:22]=1)([C:6]1[CH:11]=[CH:10][C:9]([O:12][CH2:13][CH:14]([OH:19])[C:15]([CH3:18])([CH3:17])[CH3:16])=[C:8]([CH3:20])[CH:7]=1)[CH2:4][CH3:5])[CH3:2].[S:30]1[CH2:34][C:33](=[O:35])[NH:32][C:31]1=[O:36].C(O)(=O)C.N1CCCCC1. The catalyst is C1(C)C=CC=CC=1. The product is [CH2:1]([C:3]([C:21]1[CH:28]=[CH:27][C:24]([CH:25]=[C:34]2[S:30][C:31](=[O:36])[NH:32][C:33]2=[O:35])=[C:23]([CH3:29])[CH:22]=1)([C:6]1[CH:11]=[CH:10][C:9]([O:12][CH2:13][CH:14]([OH:19])[C:15]([CH3:17])([CH3:18])[CH3:16])=[C:8]([CH3:20])[CH:7]=1)[CH2:4][CH3:5])[CH3:2]. The yield is 0.940. (10) The reactants are [CH2:1]([NH:3][C:4]1[C:9]([CH:10]=O)=[CH:8][N:7]=[C:6]([S:12][CH3:13])[N:5]=1)[CH3:2].CO[C:16]1[CH:17]=[C:18]([CH2:24][C:25]#[N:26])[CH:19]=[C:20]([O:22][CH3:23])[CH:21]=1.[C:27]([O-:30])([O-])=O.[K+].[K+]. The catalyst is CN(C=O)C. The product is [CH3:23][O:22][C:20]1[CH:19]=[C:18]([C:24]2[C:25](=[NH:26])[N:3]([CH2:1][CH3:2])[C:4]3[N:5]=[C:6]([S:12][CH3:13])[N:7]=[CH:8][C:9]=3[CH:10]=2)[CH:17]=[C:16]([O:30][CH3:27])[CH:21]=1. The yield is 0.760.